From a dataset of Full USPTO retrosynthesis dataset with 1.9M reactions from patents (1976-2016). Predict the reactants needed to synthesize the given product. (1) The reactants are: C[O:2][C:3]([C:5]1[CH2:14][C:13](=[O:15])[C:12]2[C:7](=[C:8](Cl)[C:9]([CH3:17])=[C:10](Cl)[CH:11]=2)[N:6]=1)=[O:4].O[Li].O. Given the product [C:3]([C:5]1[CH2:14][C:13](=[O:15])[C:12]2[C:7](=[CH:8][C:9]([CH3:17])=[CH:10][CH:11]=2)[N:6]=1)([OH:4])=[O:2], predict the reactants needed to synthesize it. (2) Given the product [CH3:1][C:2]1[O:6][C:5]([C:7]2[CH:12]=[CH:11][CH:10]=[CH:9][CH:8]=2)=[N:4][C:3]=1[CH2:13][O:14][C:15]1[CH:20]=[C:19]([CH2:21][OH:22])[CH:18]=[CH:17][N:16]=1, predict the reactants needed to synthesize it. The reactants are: [CH3:1][C:2]1[O:6][C:5]([C:7]2[CH:12]=[CH:11][CH:10]=[CH:9][CH:8]=2)=[N:4][C:3]=1[CH2:13][O:14][C:15]1[CH:20]=[C:19]([C:21](OC)=[O:22])[CH:18]=[CH:17][N:16]=1.[H-].[Li+].[Al+3].[H-].[H-].[H-].O.O.O.O.O.O.O.O.O.O.[O-]S([O-])(=O)=O.[Na+].[Na+]. (3) Given the product [C:1](/[CH:3]=[CH:4]/[C@H:5]([N:13]([CH2:29][C:30]([O:32][CH2:33][CH3:34])=[O:31])[S:14]([C:17]1[CH:22]=[CH:21][CH:20]=[CH:19][C:18]=1[O:23][C:24]([F:25])([F:26])[F:27])(=[O:15])=[O:16])[CH2:6][C:7]1[CH:12]=[CH:11][CH:10]=[CH:9][CH:8]=1)#[N:2], predict the reactants needed to synthesize it. The reactants are: [C:1](/[CH:3]=[CH:4]/[C@H:5]([NH:13][S:14]([C:17]1[CH:22]=[CH:21][CH:20]=[CH:19][C:18]=1[O:23][C:24]([F:27])([F:26])[F:25])(=[O:16])=[O:15])[CH2:6][C:7]1[CH:12]=[CH:11][CH:10]=[CH:9][CH:8]=1)#[N:2].Br[CH2:29][C:30]([O:32][CH2:33][CH3:34])=[O:31].C([O-])([O-])=O.[K+].[K+].O. (4) Given the product [CH2:1]([O:3][C:4]([N:6]1[CH2:11][CH2:10][CH:9]([C:12]2[C:20]3[C:15](=[CH:16][CH:17]=[CH:18][CH:19]=3)[N:14]([CH2:28][CH2:29][C:30]3[CH:34]=[CH:33][S:32][CH:31]=3)[CH:13]=2)[CH2:8][CH2:7]1)=[O:5])[CH3:2], predict the reactants needed to synthesize it. The reactants are: [CH2:1]([O:3][C:4]([N:6]1[CH2:11][CH2:10][CH:9]([C:12]2[C:20]3[C:15](=[CH:16][CH:17]=[CH:18][CH:19]=3)[NH:14][CH:13]=2)[CH2:8][CH2:7]1)=[O:5])[CH3:2].[H-].[Na+].CS(O[CH2:28][CH2:29][C:30]1[CH:34]=[CH:33][S:32][CH:31]=1)(=O)=O.O. (5) Given the product [CH3:38][C:39]1[N:44]=[C:43]([N:45]2[CH2:50][CH2:49][C:48](=[CH:25][N:26]3[N:30]=[N:29][C:28]([C:31]4[CH:36]=[CH:35][CH:34]=[C:33]([CH3:37])[CH:32]=4)=[N:27]3)[CH2:47][CH2:46]2)[C:42]([N+:52]([O-:54])=[O:53])=[CH:41][CH:40]=1, predict the reactants needed to synthesize it. The reactants are: C(OC(N1CCC(=CC2ON=C(C)C=2)CC1)=O)(C)(C)C.C[Si]([CH2:25][N:26]1[N:30]=[N:29][C:28]([C:31]2[CH:36]=[CH:35][CH:34]=[C:33]([CH3:37])[CH:32]=2)=[N:27]1)(C)C.[CH3:38][C:39]1[N:44]=[C:43]([N:45]2[CH2:50][CH2:49][C:48](=O)[CH2:47][CH2:46]2)[C:42]([N+:52]([O-:54])=[O:53])=[CH:41][CH:40]=1. (6) Given the product [F:37][C:35]([F:36])([O:1][C:2]1[CH:11]=[C:6]([C:7]([O:9][CH3:10])=[O:8])[CH:5]=[C:4]([CH:3]=1)[C:12]([O:14][CH3:15])=[O:13])[CH:34]([F:38])[O:33][C:32]([F:39])([F:40])[C:27]([F:41])([O:26][C:25]([F:42])([F:43])[C:24]([F:44])([F:45])[C:23]([F:22])([F:46])[F:47])[C:28]([F:31])([F:30])[F:29], predict the reactants needed to synthesize it. The reactants are: [OH:1][C:2]1[CH:3]=[C:4]([C:12]([O:14][CH3:15])=[O:13])[CH:5]=[C:6]([CH:11]=1)[C:7]([O:9][CH3:10])=[O:8].C(=O)([O-])[O-].[K+].[K+].[F:22][C:23]([F:47])([F:46])[C:24]([F:45])([F:44])[C:25]([F:43])([F:42])[O:26][C:27]([F:41])([C:32]([F:40])([F:39])[O:33][C:34]([F:38])=[C:35]([F:37])[F:36])[C:28]([F:31])([F:30])[F:29]. (7) Given the product [CH:30]1([N:10]2[C:9]3[CH:36]=[CH:37][C:6]([C:4]([OH:5])=[O:3])=[CH:7][C:8]=3[N:12]=[C:11]2[C:13]2[CH:14]=[C:15]3[C:20](=[CH:21][CH:22]=2)[N:19]=[C:18]([C:23]2[CH:28]=[CH:27][CH:26]=[CH:25][CH:24]=2)[CH:17]=[C:16]3[O:86][C:76]2[CH:77]=[CH:78][C:79]3[C:84](=[CH:83][C:82]([OH:85])=[CH:81][CH:80]=3)[CH:75]=2)[CH2:31][CH2:32][CH2:33][CH2:34][CH2:35]1, predict the reactants needed to synthesize it. The reactants are: C([O:3][C:4]([C:6]1[CH:37]=[CH:36][C:9]2[N:10]([CH:30]3[CH2:35][CH2:34][CH2:33][CH2:32][CH2:31]3)[C:11]([C:13]3[CH:14]=[C:15]4[C:20](=[CH:21][CH:22]=3)[N:19]=[C:18]([C:23]3[CH:28]=[CH:27][CH:26]=[CH:25][CH:24]=3)[CH:17]=[C:16]4Cl)=[N:12][C:8]=2[CH:7]=1)=[O:5])C.C1(N2C3C=CC(C(O)=O)=CC=3N=C2C2C=C3C(=CC=2)N=C(C2C=CC=CC=2)C=C3N(C)C)CCCCC1.[CH:75]1[C:84]2[C:79](=[CH:80][CH:81]=[C:82]([OH:85])[CH:83]=2)[CH:78]=[CH:77][C:76]=1[OH:86].